This data is from Full USPTO retrosynthesis dataset with 1.9M reactions from patents (1976-2016). The task is: Predict the reactants needed to synthesize the given product. (1) Given the product [C:1]([CH:5]1[CH2:10][CH2:11][C:12](=[O:13])[CH2:6]1)([CH3:2])([CH3:3])[CH3:4], predict the reactants needed to synthesize it. The reactants are: [C:1]([CH:5]([CH2:10][CH2:11][CH2:12][OH:13])[CH2:6]C(O)=O)([CH3:4])([CH3:3])[CH3:2].CC([O-])=O.[Na+].C(OC(=O)C)(=O)C. (2) Given the product [F:25][C:4]1[CH:3]=[C:2]([N:35]2[CH2:34][C@H:33]3[C@H:37]([CH:32]3[N:30]3[CH:31]=[N:27][N:28]=[CH:29]3)[CH2:36]2)[C:7]([F:8])=[CH:6][C:5]=1[CH2:9][N:10]1[C@@H:15]([CH3:16])[CH2:14][CH2:13][CH:12]([C:17]2[CH:22]=[CH:21][CH:20]=[CH:19][CH:18]=2)[S:11]1(=[O:24])=[O:23], predict the reactants needed to synthesize it. The reactants are: Br[C:2]1[C:7]([F:8])=[CH:6][C:5]([CH2:9][N:10]2[C@@H:15]([CH3:16])[CH2:14][CH2:13][CH:12]([C:17]3[CH:22]=[CH:21][CH:20]=[CH:19][CH:18]=3)[S:11]2(=[O:24])=[O:23])=[C:4]([F:25])[CH:3]=1.Cl.[N:27]1[N:28]=[CH:29][N:30]([CH:32]2[C@H:37]3[C@@H:33]2[CH2:34][NH:35][CH2:36]3)[CH:31]=1.C1(P(C2CCCCC2)C2C=CC=CC=2C2C(OC(C)C)=CC=CC=2OC(C)C)CCCCC1.C(=O)([O-])[O-].[Cs+].[Cs+]. (3) Given the product [CH2:12]([O:14][C:15](=[O:23])[C:16]1[CH:21]=[CH:20][CH:19]=[C:18]([N:1]2[C:9]3[C:4](=[CH:5][CH:6]=[CH:7][CH:8]=3)[C:3]([C:10]#[N:11])=[CH:2]2)[CH:17]=1)[CH3:13], predict the reactants needed to synthesize it. The reactants are: [NH:1]1[C:9]2[C:4](=[CH:5][CH:6]=[CH:7][CH:8]=2)[C:3]([C:10]#[N:11])=[CH:2]1.[CH2:12]([O:14][C:15](=[O:23])[C:16]1[CH:21]=[CH:20][CH:19]=[C:18](I)[CH:17]=1)[CH3:13].C(=O)([O-])[O-].[Cs+].[Cs+].CN(C)CC(O)=O. (4) Given the product [F:1][C:2]1[CH:11]=[CH:10][C:9]([N:12]([CH2:32][C:31]2[CH:30]=[CH:29][C:28]([C:27]#[C:26][C:23]3[CH:22]=[CH:21][C:20]([F:19])=[CH:25][CH:24]=3)=[CH:35][CH:34]=2)[CH2:13][CH2:14][CH2:15][CH2:16][CH2:17][CH3:18])=[CH:8][C:3]=1[C:4]([O:6][CH3:7])=[O:5], predict the reactants needed to synthesize it. The reactants are: [F:1][C:2]1[CH:11]=[CH:10][C:9]([NH:12][CH2:13][CH2:14][CH2:15][CH2:16][CH2:17][CH3:18])=[CH:8][C:3]=1[C:4]([O:6][CH3:7])=[O:5].[F:19][C:20]1[CH:25]=[CH:24][C:23]([C:26]#[C:27][C:28]2[CH:35]=[CH:34][C:31]([CH:32]=O)=[CH:30][CH:29]=2)=[CH:22][CH:21]=1.C(O[BH-](OC(=O)C)OC(=O)C)(=O)C.[Na+].C([O-])(O)=O.[Na+]. (5) Given the product [Br:1][C:2]1[CH:3]=[N:4][C:5]([NH:14][C:13]2[CH:15]=[CH:16][C:10]([CH3:9])=[C:11]([N+:17]([O-:19])=[O:18])[CH:12]=2)=[N:6][CH:7]=1, predict the reactants needed to synthesize it. The reactants are: [Br:1][C:2]1[CH:3]=[N:4][C:5](Cl)=[N:6][CH:7]=1.[CH3:9][C:10]1[CH:16]=[CH:15][C:13]([NH2:14])=[CH:12][C:11]=1[N+:17]([O-:19])=[O:18].CS(O)(=O)=O.O.